Task: Predict the reactants needed to synthesize the given product.. Dataset: Full USPTO retrosynthesis dataset with 1.9M reactions from patents (1976-2016) (1) Given the product [CH:1]1([CH2:4][N:5]2[CH2:11][CH2:10][C:9]3[CH:12]=[CH:13][C:14]([O:16][CH2:17][CH:18]4[CH2:19][CH2:20][N:21]([C:30]([C:29]5[CH:33]=[CH:34][C:26]([C:24]#[N:25])=[CH:27][CH:28]=5)=[O:31])[CH2:22][CH2:23]4)=[CH:15][C:8]=3[CH2:7][CH2:6]2)[CH2:2][CH2:3]1, predict the reactants needed to synthesize it. The reactants are: [CH:1]1([CH2:4][N:5]2[CH2:11][CH2:10][C:9]3[CH:12]=[CH:13][C:14]([O:16][CH2:17][CH:18]4[CH2:23][CH2:22][NH:21][CH2:20][CH2:19]4)=[CH:15][C:8]=3[CH2:7][CH2:6]2)[CH2:3][CH2:2]1.[C:24]([C:26]1[CH:34]=[CH:33][C:29]([C:30](O)=[O:31])=[CH:28][CH:27]=1)#[N:25]. (2) Given the product [Cl:11][C:12]1[CH:17]=[CH:16][C:15]([O:18][C:2]2[CH:7]=[CH:6][C:5]([CH2:8][CH2:9][OH:10])=[CH:4][CH:3]=2)=[CH:14][CH:13]=1, predict the reactants needed to synthesize it. The reactants are: I[C:2]1[CH:7]=[CH:6][C:5]([CH2:8][CH2:9][OH:10])=[CH:4][CH:3]=1.[Cl:11][C:12]1[CH:17]=[CH:16][C:15]([OH:18])=[CH:14][CH:13]=1.C(=O)([O-])[O-].[Cs+].[Cs+].CN(C)CC(O)=O. (3) Given the product [Cl:1][C:2]1[N:7]=[CH:6][C:5]([NH:8][C:9]2[C:10]([NH2:16])=[CH:11][CH:12]=[C:13]([F:15])[CH:14]=2)=[CH:4][CH:3]=1, predict the reactants needed to synthesize it. The reactants are: [Cl:1][C:2]1[N:7]=[CH:6][C:5]([NH:8][C:9]2[CH:14]=[C:13]([F:15])[CH:12]=[CH:11][C:10]=2[N+:16]([O-])=O)=[CH:4][CH:3]=1.O.O.[Sn](Cl)Cl.[OH-].[Na+].CCOC(C)=O. (4) Given the product [CH:25]1([NH:28][C:12]2[CH:13]([C:15]3[S:16][CH:17]=[CH:18][CH:19]=3)[N:14]=[C:8]([C:4]3[CH:5]=[CH:6][CH:7]=[C:2]([F:1])[CH:3]=3)[C:9]3[CH:24]=[CH:23][CH:22]=[N:21][C:10]=3[N:11]=2)[CH2:27][CH2:26]1, predict the reactants needed to synthesize it. The reactants are: [F:1][C:2]1[CH:3]=[C:4]([C:8]2[C:9]3[CH:24]=[CH:23][CH:22]=[N:21][C:10]=3[NH:11][C:12](=O)[CH:13]([C:15]3[S:16][CH:17]=[CH:18][CH:19]=3)[N:14]=2)[CH:5]=[CH:6][CH:7]=1.[CH:25]1([NH2:28])[CH2:27][CH2:26]1.